This data is from Full USPTO retrosynthesis dataset with 1.9M reactions from patents (1976-2016). The task is: Predict the reactants needed to synthesize the given product. (1) Given the product [CH3:1][O:2][C:3]1[CH:4]=[C:5]([CH2:11][CH:12]([NH:17][CH:18]=[O:19])[CH2:13][CH:14]([CH3:15])[CH3:16])[CH:6]=[CH:7][C:8]=1[O:9][CH3:10], predict the reactants needed to synthesize it. The reactants are: [CH3:1][O:2][C:3]1[CH:4]=[C:5]([CH2:11][CH:12]([NH2:17])[CH2:13][CH:14]([CH3:16])[CH3:15])[CH:6]=[CH:7][C:8]=1[O:9][CH3:10].[CH:18](OCC)=[O:19]. (2) Given the product [C:17]1([CH3:22])[CH:18]=[CH:19][CH:20]=[CH:21][C:16]=1[CH:11]1[C:12](=[O:15])[CH2:13][CH2:14][N:9]([C:28]2[CH:30]=[C:31]([O:35][CH3:36])[C:32]([O:33][CH3:34])=[C:26]([O:25][CH3:24])[CH:27]=2)[CH2:10]1, predict the reactants needed to synthesize it. The reactants are: [I-].C([N+:9]1(C)[CH2:14][CH2:13][C:12](=[O:15])[CH:11]([C:16]2[CH:21]=[CH:20][CH:19]=[CH:18][C:17]=2[CH3:22])[CH2:10]1)C1C=CC=CC=1.[CH3:24][O:25][C:26]1[CH:27]=[C:28]([CH:30]=[C:31]([O:35][CH3:36])[C:32]=1[O:33][CH3:34])N.C(=O)([O-])[O-].[K+].[K+].